Dataset: Forward reaction prediction with 1.9M reactions from USPTO patents (1976-2016). Task: Predict the product of the given reaction. (1) Given the reactants [OH:1][CH2:2][CH2:3][CH2:4][C:5]1[C:13]2[C:8](=[CH:9][CH:10]=[CH:11][CH:12]=2)[NH:7][C:6]=1[C:14]([O:16][CH2:17][CH3:18])=[O:15].O[C:20]1[CH:28]=[CH:27][CH:26]=[C:25]2[C:21]=1[CH:22]=[CH:23][NH:24]2, predict the reaction product. The product is: [NH:24]1[C:25]2[C:21](=[C:20]([O:1][CH2:2][CH2:3][CH2:4][C:5]3[C:13]4[C:8](=[CH:9][CH:10]=[CH:11][CH:12]=4)[NH:7][C:6]=3[C:14]([O:16][CH2:17][CH3:18])=[O:15])[CH:28]=[CH:27][CH:26]=2)[CH:22]=[CH:23]1. (2) Given the reactants [H-].[Na+].[CH:3]1([NH:6][C:7](=[O:28])[C:8]2[CH:13]=[CH:12][C:11]([CH3:14])=[C:10]([NH:15][C:16]3[CH:17]=[C:18]4[C:22](=[CH:23][CH:24]=3)[C:21](=[O:25])[C:20]([CH3:27])([CH3:26])[CH2:19]4)[CH:9]=2)[CH2:5][CH2:4]1.[CH3:29][S:30](Cl)(=[O:32])=[O:31], predict the reaction product. The product is: [CH:3]1([NH:6][C:7](=[O:28])[C:8]2[CH:13]=[CH:12][C:11]([CH3:14])=[C:10]([N:15]([C:16]3[CH:17]=[C:18]4[C:22](=[CH:23][CH:24]=3)[C:21](=[O:25])[C:20]([CH3:26])([CH3:27])[CH2:19]4)[S:30]([CH3:29])(=[O:32])=[O:31])[CH:9]=2)[CH2:4][CH2:5]1. (3) Given the reactants [CH3:1][C:2]1[N:7]=[C:6]2[O:8][C:9](=[O:12])[CH:10]=[CH:11][C:5]2=[CH:4][CH:3]=1.[O:13]1CCOCC1, predict the reaction product. The product is: [O:12]=[C:9]1[O:8][C:6]2=[N:7][C:2]([CH:1]=[O:13])=[CH:3][CH:4]=[C:5]2[CH:11]=[CH:10]1. (4) Given the reactants [CH3:1][CH:2]([CH3:5])[CH2:3][NH2:4].C(N(C(C)C)C(C)C)C.[CH3:15][O:16][C:17]1[CH:22]=[CH:21][N+:20]([O-])=[CH:19][CH:18]=1.F[P-](F)(F)(F)(F)F.Br[P+](N1CCCC1)(N1CCCC1)N1CCCC1.C(=O)([O-])O.[Na+], predict the reaction product. The product is: [CH3:15][O:16][C:17]1[CH:22]=[CH:21][N:20]=[C:19]([NH:4][CH2:3][CH:2]([CH3:5])[CH3:1])[CH:18]=1. (5) Given the reactants [Cl:1][C:2]1[N:7]=[N:6][C:5]([C:8]([OH:10])=O)=[CH:4][CH:3]=1.C(N(C(C)C)CC)(C)C.O.O[N:22]1[C:26]2[CH:27]=[CH:28][CH:29]=[CH:30]C=2N=N1.CN(C)CCCN=C=NCC.C1(CCN)CC1, predict the reaction product. The product is: [CH:28]1([CH2:27][CH2:26][NH:22][C:8]([C:5]2[N:6]=[N:7][C:2]([Cl:1])=[CH:3][CH:4]=2)=[O:10])[CH2:29][CH2:30]1. (6) Given the reactants [I:1][CH3:2].[Cl:3][C:4]1[CH:9]=[CH:8][C:7]([NH:10][C:11](=[O:36])[NH:12][C@H:13]([C:30]2[CH:35]=[CH:34][CH:33]=[CH:32][CH:31]=2)[C:14]([NH:16][C:17]2[CH:22]=[CH:21][C:20]([N:23]3[CH2:27][CH2:26][CH2:25][C:24]3=[S:28])=[C:19]([CH3:29])[CH:18]=2)=[O:15])=[CH:6][CH:5]=1, predict the reaction product. The product is: [I-:1].[Cl:3][C:4]1[CH:5]=[CH:6][C:7]([NH:10][C:11](=[O:36])[NH:12][C@H:13]([C:30]2[CH:31]=[CH:32][CH:33]=[CH:34][CH:35]=2)[C:14]([NH:16][C:17]2[CH:22]=[CH:21][C:20]([N+:23]3[CH2:27][CH2:26][CH2:25][C:24]=3[S:28][CH3:2])=[C:19]([CH3:29])[CH:18]=2)=[O:15])=[CH:8][CH:9]=1. (7) Given the reactants [CH2:1]([N:8]1[CH2:13][CH2:12][N:11]([C:14]([C:16]2[N:17]=[CH:18][N:19]([C@H:27]3[CH2:32][CH2:31][CH2:30][CH2:29][C@@H:28]3[NH2:33])[C:20]=2[C:21]2[CH:26]=[CH:25][CH:24]=[CH:23][CH:22]=2)=[O:15])[C@H:10]([CH2:34][C:35]2[CH:40]=[C:39]([F:41])[CH:38]=[C:37]([F:42])[CH:36]=2)[CH2:9]1)[C:2]1[CH:7]=[CH:6][CH:5]=[CH:4][CH:3]=1.Cl[C:44]([O:46][C:47]1[CH:52]=[CH:51][C:50]([N+]([O-])=O)=CC=1)=[O:45].C1(CO)CC1.[OH-].[Na+], predict the reaction product. The product is: [CH2:1]([N:8]1[CH2:13][CH2:12][N:11]([C:14]([C:16]2[N:17]=[CH:18][N:19]([C@H:27]3[CH2:32][CH2:31][CH2:30][CH2:29][C@@H:28]3[NH:33][C:44](=[O:45])[O:46][CH2:47][CH:52]3[CH2:50][CH2:51]3)[C:20]=2[C:21]2[CH:22]=[CH:23][CH:24]=[CH:25][CH:26]=2)=[O:15])[C@H:10]([CH2:34][C:35]2[CH:40]=[C:39]([F:41])[CH:38]=[C:37]([F:42])[CH:36]=2)[CH2:9]1)[C:2]1[CH:7]=[CH:6][CH:5]=[CH:4][CH:3]=1. (8) Given the reactants [C:1]1(=[C:11]2[C:19]3[C:14](=[CH:15][CH:16]=[CH:17][CH:18]=3)[C:13](=N)[NH:12]2)[C:9]2[C:4](=[CH:5][CH:6]=[CH:7][CH:8]=2)[C:3](=N)[NH:2]1.[O:21]=[C:22]1[C:30]2[C:25](=[CH:26][CH:27]=[CH:28][CH:29]=2)[C:24](=[O:31])[CH2:23]1.[C:32]([OH:35])(=O)[CH3:33], predict the reaction product. The product is: [O:21]=[C:22]1[C:30]2[C:25](=[CH:26][CH:27]=[CH:28][CH:29]=2)[C:24](=[O:31])[C:23]1=[C:13]1[C:14]2[C:19](=[CH:18][CH:17]=[CH:16][CH:15]=2)[C:11](=[C:1]2[C:9]3[C:4](=[CH:5][CH:6]=[CH:7][CH:8]=3)[C:3](=[C:33]3[C:32](=[O:35])[C:25]4[C:30](=[CH:29][CH:28]=[CH:27][CH:26]=4)[C:22]3=[O:21])[NH:2]2)[NH:12]1.